Predict the reactants needed to synthesize the given product. From a dataset of Full USPTO retrosynthesis dataset with 1.9M reactions from patents (1976-2016). Given the product [Cl:2][C:3]1[N:8]=[N:7][C:6]([N:9]2[C:17]3[CH2:16][CH2:15][N:14]([CH2:19][C:20]([N:22]4[CH2:27][CH2:26][N:25]([CH:28]5[CH2:31][CH2:30][CH2:29]5)[CH2:24][CH2:23]4)=[O:21])[CH2:13][C:12]=3[CH:11]=[N:10]2)=[CH:5][CH:4]=1, predict the reactants needed to synthesize it. The reactants are: Cl.[Cl:2][C:3]1[N:8]=[N:7][C:6]([N:9]2[C:17]3[CH2:16][CH2:15][NH:14][CH2:13][C:12]=3[CH:11]=[N:10]2)=[CH:5][CH:4]=1.Cl[CH2:19][C:20]([N:22]1[CH2:27][CH2:26][N:25]([CH:28]2[CH2:31][CH2:30][CH2:29]2)[CH2:24][CH2:23]1)=[O:21].C([O-])([O-])=O.[K+].[K+].